From a dataset of Full USPTO retrosynthesis dataset with 1.9M reactions from patents (1976-2016). Predict the reactants needed to synthesize the given product. (1) Given the product [O:12]1[C:11]2[CH:10]=[CH:9][CH:8]=[CH:4][C:6]=2[C:14](=[O:16])[CH2:13]1, predict the reactants needed to synthesize it. The reactants are: C(O[C:4]([C:6]1[C:11]([O:12][CH2:13][C:14]([O:16]CC)=O)=[CH:10][CH:9]=[CH:8]N=1)=O)C.[O-]CC.[Na+]. (2) Given the product [S:1]1[CH:5]=[CH:4][C:3]2[CH:6]=[C:7]([CH2:10][S:11]([NH:14][C@H:15]([CH2:19][NH:20][S:21]([C:24]3[CH:25]=[CH:26][C:27]([CH3:30])=[CH:28][CH:29]=3)(=[O:22])=[O:23])[C:73]([NH:71][OH:35])=[O:74])(=[O:12])=[O:13])[CH:8]=[CH:9][C:2]1=2, predict the reactants needed to synthesize it. The reactants are: [S:1]1[CH:5]=[CH:4][C:3]2[CH:6]=[C:7]([CH2:10][S:11]([NH:14][C@H:15]([CH2:19][NH:20][S:21]([C:24]3[CH:29]=[CH:28][C:27]([CH3:30])=[CH:26][CH:25]=3)(=[O:23])=[O:22])C(O)=O)(=[O:13])=[O:12])[CH:8]=[CH:9][C:2]1=2.Cl.N[C@H](CNS(C1C=CC(C)=CC=1)(=O)=O)C(O)=[O:35].N1C=CC=CC=1.FC(F)(F)C(=N[Si](C)(C)C)O[Si](C)(C)C.C[N:71]([CH:73]=[O:74])C. (3) The reactants are: [Br:1][C:2]1[C:3]([CH3:9])=[N:4][C:5](Cl)=[CH:6][CH:7]=1.O.[NH2:11][NH2:12]. Given the product [Br:1][C:2]1[C:3]([CH3:9])=[N:4][C:5]([NH:11][NH2:12])=[CH:6][CH:7]=1, predict the reactants needed to synthesize it. (4) Given the product [CH3:26][C:24]1[N:25]=[C:21]([NH:20][C:4]([C:6]2[C:11]([NH:12][C:13]3[CH:14]=[N:15][N:16]([CH3:18])[CH:17]=3)=[CH:10][CH:9]=[C:8]([CH3:19])[N:7]=2)=[O:5])[S:22][CH:23]=1, predict the reactants needed to synthesize it. The reactants are: C(O[C:4]([C:6]1[C:11]([NH:12][C:13]2[CH:14]=[N:15][N:16]([CH3:18])[CH:17]=2)=[CH:10][CH:9]=[C:8]([CH3:19])[N:7]=1)=[O:5])C.[NH2:20][C:21]1[S:22][CH:23]=[C:24]([CH3:26])[N:25]=1. (5) Given the product [N:16]1[C:11]2[C:12](=[CH:7][CH:8]=[CH:9][CH:10]=2)[CH:13]=[CH:14][CH:15]=1, predict the reactants needed to synthesize it. The reactants are: FC(F)(F)S(O[C:7]1[C:12]([C:13]2C=C[N:16]=[CH:15][CH:14]=2)=[CH:11][CH:10]=[CH:9][C:8]=1Cl)(=O)=O.CC1(C)C(C)(C)OB(C2C=CC(OCC3C=CC4C(=CC=CC=4)N=3)=CC=2)O1.C([O-])([O-])=O.[Na+].[Na+]. (6) Given the product [CH:24]1[C:23]2[C:17]([NH:16][CH2:15][CH2:14][O:13][C:10]3[CH:9]=[CH:8][C:7]([CH2:6][CH:5]([O:32][CH2:33][CH3:34])[C:4]([OH:35])=[O:3])=[CH:12][CH:11]=3)=[N:18][C:19]3[CH:31]=[CH:30][CH:29]=[CH:28][C:20]=3[S:21][C:22]=2[CH:27]=[CH:26][CH:25]=1, predict the reactants needed to synthesize it. The reactants are: C([O:3][C:4](=[O:35])[CH:5]([O:32][CH2:33][CH3:34])[CH2:6][C:7]1[CH:12]=[CH:11][C:10]([O:13][CH2:14][CH2:15][NH:16][C:17]2[C:23]3[CH:24]=[CH:25][CH:26]=[CH:27][C:22]=3[S:21][C:20]3[CH:28]=[CH:29][CH:30]=[CH:31][C:19]=3[N:18]=2)=[CH:9][CH:8]=1)C.[OH-].[Na+]. (7) The reactants are: [CH3:1][Li].[CH3:3][O:4][C:5](=[O:22])[C@@H:6]([NH:11][C:12]([O:14][CH2:15][C:16]1[CH:21]=[CH:20][CH:19]=[CH:18][CH:17]=1)=[O:13])[CH2:7][C:8](Cl)=[O:9]. Given the product [CH3:3][O:4][C:5](=[O:22])[C@@H:6]([NH:11][C:12]([O:14][CH2:15][C:16]1[CH:21]=[CH:20][CH:19]=[CH:18][CH:17]=1)=[O:13])[CH2:7][C:8](=[O:9])[CH3:1], predict the reactants needed to synthesize it.